Dataset: Forward reaction prediction with 1.9M reactions from USPTO patents (1976-2016). Task: Predict the product of the given reaction. (1) Given the reactants FC(F)(F)C(O)=O.[CH2:8]([NH:12][C:13]1[N:21]=[C:20]2[C:16]([N:17]=[C:18]([O:22][CH3:23])[NH:19]2)=[C:15]([NH2:24])[N:14]=1)[CH2:9][CH2:10][CH3:11].C(=O)([O-])[O-].[K+].[K+].Br[CH2:32][CH2:33][CH2:34][CH2:35][Cl:36], predict the reaction product. The product is: [CH2:8]([NH:12][C:13]1[N:21]=[C:20]2[C:16]([N:17]=[C:18]([O:22][CH3:23])[N:19]2[CH2:32][CH2:33][CH2:34][CH2:35][Cl:36])=[C:15]([NH2:24])[N:14]=1)[CH2:9][CH2:10][CH3:11]. (2) Given the reactants [CH3:1][C:2]1([CH3:21])[C:8]2[CH:9]=[C:10]([C:13]3[NH:17][C:16]([C:18]#[N:19])=[CH:15][CH:14]=3)[CH:11]=[CH:12][C:7]=2[NH:6][C:5](=[O:20])[CH2:4][O:3]1.I[CH3:23], predict the reaction product. The product is: [CH3:1][C:2]1([CH3:21])[C:8]2[CH:9]=[C:10]([C:13]3[N:17]([CH3:23])[C:16]([C:18]#[N:19])=[CH:15][CH:14]=3)[CH:11]=[CH:12][C:7]=2[NH:6][C:5](=[O:20])[CH2:4][O:3]1. (3) Given the reactants [NH:1]1[C:9]2[C:4](=[CH:5][C:6]([C:10]([OH:12])=O)=[CH:7][CH:8]=2)[CH:3]=[N:2]1.[CH2:13]1[C@H:22]2[C@H:17]([CH2:18][CH2:19][C:20]3[CH:26]=[CH:25][CH:24]=[CH:23][C:21]=32)[NH:16][CH2:15][CH2:14]1.F[P-](F)(F)(F)(F)F.N1(OC(N(C)C)=[N+](C)C)C2N=CC=CC=2N=N1, predict the reaction product. The product is: [CH2:13]1[C@H:22]2[C@H:17]([CH2:18][CH2:19][C:20]3[CH:26]=[CH:25][CH:24]=[CH:23][C:21]=32)[N:16]([C:10]([C:6]2[CH:5]=[C:4]3[C:9](=[CH:8][CH:7]=2)[NH:1][N:2]=[CH:3]3)=[O:12])[CH2:15][CH2:14]1. (4) Given the reactants Cl[C:2]1[CH:10]=[CH:9][C:8]2[CH2:7][CH:6]([CH2:11][N:12]3[C:17]4=[N:18][C:19]([C:23]5[CH:28]=[CH:27][N:26]=[CH:25][CH:24]=5)=[CH:20][C:21](=[O:22])[N:16]4[CH2:15][C:14]([CH3:30])([CH3:29])[CH2:13]3)[CH2:5][C:4]=2[N:3]=1.C(=O)([O-])[O-].[Na+].[Na+].[N:37]1[CH:42]=[CH:41][C:40](B(O)O)=[CH:39][CH:38]=1.O, predict the reaction product. The product is: [CH3:29][C:14]1([CH3:30])[CH2:15][N:16]2[C:21](=[O:22])[CH:20]=[C:19]([C:23]3[CH:28]=[CH:27][N:26]=[CH:25][CH:24]=3)[N:18]=[C:17]2[N:12]([CH2:11][CH:6]2[CH2:5][C:4]3[N:3]=[C:2]([C:38]4[CH:39]=[CH:40][CH:41]=[CH:42][N:37]=4)[CH:10]=[CH:9][C:8]=3[CH2:7]2)[CH2:13]1. (5) The product is: [N+:1]([C:9]1[CH:10]=[CH:11][C:6]([C:12]2([C:16]#[N:17])[CH2:15][CH2:14][CH2:13]2)=[CH:7][CH:8]=1)([O-:4])=[O:2]. Given the reactants [N+:1]([O-:4])([O-])=[O:2].[K+].[C:6]1([C:12]2([C:16]#[N:17])[CH2:15][CH2:14][CH2:13]2)[CH:11]=[CH:10][CH:9]=[CH:8][CH:7]=1, predict the reaction product. (6) Given the reactants OCCN(C)C(C1C(OCC2C=CC=CC=2)=C(O)N=C(CC2(C3C4C(=CC=CC=4)C=CC=3)CCCC2)N=1)=O.[Si]([O:46][CH2:47][CH2:48][N:49]([CH2:83][CH:84]1[CH2:86][CH2:85]1)[C:50]([C:52]1[C:57]([O:58][CH2:59][C:60]2[CH:65]=[CH:64][CH:63]=[CH:62][CH:61]=2)=[C:56]([OH:66])[N:55]=[C:54]([CH2:67][C:68]2([C:73]3[C:82]4[C:77](=[CH:78][CH:79]=[CH:80][CH:81]=4)[CH:76]=[CH:75][CH:74]=3)[CH2:72][CH2:71][CH2:70][CH2:69]2)[N:53]=1)=[O:51])(C(C)(C)C)(C)C, predict the reaction product. The product is: [CH:84]1([CH2:83][N:49]([CH2:48][CH2:47][OH:46])[C:50]([C:52]2[C:57]([O:58][CH2:59][C:60]3[CH:65]=[CH:64][CH:63]=[CH:62][CH:61]=3)=[C:56]([OH:66])[N:55]=[C:54]([CH2:67][C:68]3([C:73]4[C:82]5[C:77](=[CH:78][CH:79]=[CH:80][CH:81]=5)[CH:76]=[CH:75][CH:74]=4)[CH2:69][CH2:70][CH2:71][CH2:72]3)[N:53]=2)=[O:51])[CH2:86][CH2:85]1. (7) Given the reactants [CH3:1][N:2]([CH3:32])[C:3]1[C:27]([C:28]([F:31])([F:30])[F:29])=[CH:26][C:6]2[NH:7][C:8](=[O:25])[CH2:9][C:10]([C:12]3[CH:17]=[CH:16][CH:15]=[C:14]([N:18]4[C:22]([CH2:23]O)=[CH:21][N:20]=[N:19]4)[CH:13]=3)=[N:11][C:5]=2[CH:4]=1.O=S(Cl)Cl.[F:37][C:38]([F:42])([F:41])[CH2:39][NH2:40], predict the reaction product. The product is: [CH3:32][N:2]([CH3:1])[C:3]1[C:27]([C:28]([F:30])([F:31])[F:29])=[CH:26][C:6]2[NH:7][C:8](=[O:25])[CH2:9][C:10]([C:12]3[CH:17]=[CH:16][CH:15]=[C:14]([N:18]4[C:22]([CH2:23][NH:40][CH2:39][C:38]([F:42])([F:41])[F:37])=[CH:21][N:20]=[N:19]4)[CH:13]=3)=[N:11][C:5]=2[CH:4]=1. (8) Given the reactants [CH3:1][C:2]([CH3:5])([O-:4])[CH3:3].[K+].F[C:8]1[CH:13]=[C:12]([F:14])[CH:11]=[CH:10][C:9]=1[N+:15]([O-:17])=[O:16].[OH2:18], predict the reaction product. The product is: [F:14][C:12]1[CH:11]=[CH:10][C:9]([N+:15]([O-:17])=[O:16])=[C:8]([CH:13]=1)[O:18][CH2:1][C:2]1([CH3:5])[CH2:3][O:4][C:2]([CH3:3])([CH3:1])[O:4]1.